Task: Predict the reactants needed to synthesize the given product.. Dataset: Full USPTO retrosynthesis dataset with 1.9M reactions from patents (1976-2016) Given the product [C:13]1([CH:11]2[CH2:12][NH:8][CH2:9][CH2:10]2)[CH:18]=[CH:17][CH:16]=[CH:15][CH:14]=1, predict the reactants needed to synthesize it. The reactants are: C(OC([N:8]1[CH2:12][CH:11]([C:13]2[CH:18]=[CH:17][CH:16]=[CH:15][CH:14]=2)[CH2:10][CH2:9]1)=O)(C)(C)C.C(O)(C(F)(F)F)=O.[OH-].[Na+].